Task: Predict the reactants needed to synthesize the given product.. Dataset: Retrosynthesis with 50K atom-mapped reactions and 10 reaction types from USPTO Given the product C[C@H](Cc1ccc(Sc2ccc(C=O)cc2)cc1)NC(=O)C(F)(F)F, predict the reactants needed to synthesize it. The reactants are: C[C@H](Cc1ccc(S)cc1)NC(=O)C(F)(F)F.O=Cc1ccc(F)cc1.